From a dataset of Catalyst prediction with 721,799 reactions and 888 catalyst types from USPTO. Predict which catalyst facilitates the given reaction. (1) Product: [F:1][C:2]1[C:7]([F:8])=[CH:6][CH:5]=[CH:4][C:3]=1[C@H:9]1[CH2:14][NH:13][C:12](=[N:25][NH2:26])[C@@H:11]([NH:16][C:17](=[O:23])[O:18][C:19]([CH3:22])([CH3:21])[CH3:20])[CH2:10]1. Reactant: [F:1][C:2]1[C:7]([F:8])=[CH:6][CH:5]=[CH:4][C:3]=1[C@H:9]1[CH2:14][NH:13][C:12](=S)[C@@H:11]([NH:16][C:17](=[O:23])[O:18][C:19]([CH3:22])([CH3:21])[CH3:20])[CH2:10]1.O.[NH2:25][NH2:26]. The catalyst class is: 5. (2) Reactant: [Cl:1][C:2]1[CH:7]=[CH:6][C:5]([CH2:8][C:9]([OH:11])=O)=[C:4]([CH2:12][N:13]2[CH2:18][CH2:17][N:16](C(=O)CC3C=CC(Cl)=CC=3)[C@@H:15]([CH3:29])[CH2:14]2)[CH:3]=1.[CH3:30][S:31]([NH2:34])(=[O:33])=[O:32].C1CN([P+](ON2N=N[C:54]3[CH:55]=[CH:56][CH:57]=[CH:58][C:53]2=3)(N2CCCC2)N2CCCC2)CC1.F[P-](F)(F)(F)(F)F.CCN(C(C)C)C(C)C. Product: [CH2:30]([S:31]([N:16]1[CH2:17][CH2:18][N:13]([CH2:12][C:4]2[CH:3]=[C:2]([Cl:1])[CH:7]=[CH:6][C:5]=2[CH2:8][C:9]([NH:34][S:31]([CH3:30])(=[O:33])=[O:32])=[O:11])[CH2:14][C@@H:15]1[CH3:29])(=[O:33])=[O:32])[C:53]1[CH:54]=[CH:55][CH:56]=[CH:57][CH:58]=1. The catalyst class is: 2.